This data is from Catalyst prediction with 721,799 reactions and 888 catalyst types from USPTO. The task is: Predict which catalyst facilitates the given reaction. (1) Product: [CH2:1]([N:8]1[C:12]2[CH:13]=[C:14]([NH:26][CH:24]([CH3:25])[CH3:23])[C:15]3[N:16]([C:17]([CH3:20])=[N:18][N:19]=3)[C:11]=2[CH:10]=[C:9]1[CH3:22])[C:2]1[CH:7]=[CH:6][CH:5]=[CH:4][CH:3]=1. Reactant: [CH2:1]([N:8]1[C:12]2[CH:13]=[C:14](Cl)[C:15]3[N:16]([C:17]([CH3:20])=[N:18][N:19]=3)[C:11]=2[CH:10]=[C:9]1[CH3:22])[C:2]1[CH:7]=[CH:6][CH:5]=[CH:4][CH:3]=1.[CH3:23][CH:24]([NH2:26])[CH3:25].[Li+].C[Si]([N-][Si](C)(C)C)(C)C.CO. The catalyst class is: 7. (2) Reactant: C[O:2][C:3](=[O:31])[CH2:4][CH2:5][C@H:6]([C@@H:8]1[C@:25]2([CH3:26])[C@H:11]([C@H:12]3[C@H:22]([CH2:23][CH2:24]2)[C@:20]2([CH3:21])[C@@H:15]([CH2:16][C@H:17]([OH:27])[CH2:18][CH2:19]2)[C:14](=[CH:28][CH3:29])[C:13]3=[O:30])[CH2:10][CH2:9]1)[CH3:7]. Product: [OH:27][C@@H:17]1[CH2:18][CH2:19][C@@:20]2([CH3:21])[C@H:15](/[C:14](=[CH:28]/[CH3:29])/[C:13](=[O:30])[C@@H:12]3[C@@H:22]2[CH2:23][CH2:24][C@@:25]2([CH3:26])[C@H:11]3[CH2:10][CH2:9][C@@H:8]2[C@H:6]([CH3:7])[CH2:5][CH2:4][C:3]([OH:31])=[O:2])[CH2:16]1. The catalyst class is: 6. (3) Reactant: [NH2:1][C:2]1[C:10]([C:11]([OH:13])=[O:12])=[C:9]2[C:5]([C:6]([CH3:14])=[N:7][NH:8]2)=[CH:4][C:3]=1[Cl:15].[Cl:16][C:17]1[C:18]([N:23]2[C:27]([C:28](O)=O)=[CH:26][C:25]([C:31]([F:34])([F:33])[F:32])=[N:24]2)=[N:19][CH:20]=[CH:21][CH:22]=1.N1C=CC=CC=1.CS(Cl)(=O)=O. Product: [Cl:15][C:3]1[CH:4]=[C:5]2[C:6]([CH3:14])=[N:7][NH:8][C:9]2=[C:10]2[C:2]=1[N:1]=[C:28]([C:27]1[N:23]([C:18]3[C:17]([Cl:16])=[CH:22][CH:21]=[CH:20][N:19]=3)[N:24]=[C:25]([C:31]([F:34])([F:32])[F:33])[CH:26]=1)[O:12][C:11]2=[O:13]. The catalyst class is: 7. (4) Reactant: Cl[C:2](Cl)([O:4]C(=O)OC(Cl)(Cl)Cl)Cl.[Cl:13][C:14]1[CH:19]=[CH:18][CH:17]=[CH:16][C:15]=1[CH2:20][CH2:21][NH2:22].C(N(CC)CC)C.Cl.C([O:33][C:34](=[O:54])[CH2:35][O:36][C:37]1[CH:42]=[CH:41][C:40]([F:43])=[CH:39][C:38]=1[CH:44]1[C:53]2[C:48](=[CH:49][CH:50]=[CH:51][CH:52]=2)[CH2:47][CH2:46][NH:45]1)C. Product: [Cl:13][C:14]1[CH:19]=[CH:18][CH:17]=[CH:16][C:15]=1[CH2:20][CH2:21][NH:22][C:2]([N:45]1[CH2:46][CH2:47][C:48]2[C:53](=[CH:52][CH:51]=[CH:50][CH:49]=2)[CH:44]1[C:38]1[CH:39]=[C:40]([F:43])[CH:41]=[CH:42][C:37]=1[O:36][CH2:35][C:34]([OH:33])=[O:54])=[O:4]. The catalyst class is: 210. (5) Reactant: [Cl:1][C:2]1[C:7]([CH3:8])=[C:6]([CH2:9]O)[CH:5]=[CH:4][N:3]=1.CN(C=O)C.O=P(Cl)(Cl)[Cl:18]. Product: [Cl:1][C:2]1[C:7]([CH3:8])=[C:6]([CH2:9][Cl:18])[CH:5]=[CH:4][N:3]=1. The catalyst class is: 2. (6) Reactant: [I:1][C:2]1[CH:11]=[CH:10][C:5]([C:6]([O:8]C)=O)=[C:4]([NH:12][C:13](=[O:20])[CH2:14][CH2:15][C:16]([O:18][CH3:19])=[O:17])[CH:3]=1.CC([O-])(C)C.[K+].O.Cl. Product: [I:1][C:2]1[CH:11]=[CH:10][C:5]2[C:6](=[O:8])[CH:15]([C:16]([O:18][CH3:19])=[O:17])[CH2:14][C:13](=[O:20])[NH:12][C:4]=2[CH:3]=1. The catalyst class is: 1.